The task is: Binary Classification. Given a miRNA mature sequence and a target amino acid sequence, predict their likelihood of interaction.. This data is from Experimentally validated miRNA-target interactions with 360,000+ pairs, plus equal number of negative samples. The miRNA is gga-miR-23b-5p with sequence GGGUUCCUGGCAUGAUGAUUU. The protein sequence of the target gene is MDAAVTDDFQQILPIEQLRSTHASNDYVERPPAPCKQALSSPSLIVQTHKSDWSLATMPTSLPRSLSQCHQLQPLPQHLSQSSIASSMSHSTTASDQRLLASITPSPSGQSIIRTQPGAGVHPKADGALKGEAEQSAGHPSEHLFICEECGRCKCVPCTAARPLPSCWLCNQRCLCSAESLLDYGTCLCCVKGLFYHCSTDDEDNCADEPCSCGPSSCFVRWAAMSLISLFLPCLCCYLPTRGCLHLCQQGYDSLRRPGCRCKRHTNTVCRKISSGSAPFPKAQEKSV. Result: 0 (no interaction).